From a dataset of Peptide-MHC class II binding affinity with 134,281 pairs from IEDB. Regression. Given a peptide amino acid sequence and an MHC pseudo amino acid sequence, predict their binding affinity value. This is MHC class II binding data. (1) The peptide sequence is INLIIHYVHRAGALG. The MHC is HLA-DQA10401-DQB10402 with pseudo-sequence HLA-DQA10401-DQB10402. The binding affinity (normalized) is 0.190. (2) The peptide sequence is VVIALLVLAVGPAYS. The MHC is H-2-IEd with pseudo-sequence H-2-IEd. The binding affinity (normalized) is 0.